From a dataset of Full USPTO retrosynthesis dataset with 1.9M reactions from patents (1976-2016). Predict the reactants needed to synthesize the given product. (1) Given the product [C:49]([O:48][C:46]([N:13]1[CH2:14][CH2:15][C:16]2[C:6]([S:5][C:3](=[O:4])[N:2]([CH3:24])[CH3:1])=[C:7]([CH3:23])[CH:8]=[CH:9][C:10]=2[CH2:11][CH2:12]1)=[O:47])([CH3:50])([CH3:51])[CH3:52], predict the reactants needed to synthesize it. The reactants are: [CH3:1][N:2]([CH3:24])[C:3]([S:5][C:6]1[C:16]2[CH2:15][CH2:14][N:13](C(=O)C(F)(F)F)[CH2:12][CH2:11][C:10]=2[CH:9]=[CH:8][C:7]=1[CH3:23])=[O:4].C(=O)([O-])[O-].[K+].[K+].C(N(CC)CC)C.[C:46](O[C:46]([O:48][C:49]([CH3:52])([CH3:51])[CH3:50])=[O:47])([O:48][C:49]([CH3:52])([CH3:51])[CH3:50])=[O:47]. (2) Given the product [C:28]([C:32]1[N:33]=[C:34]([N:57]2[CH2:58][CH2:59][CH2:60][CH:56]2[C:54]2[O:53][N:52]=[C:51]([CH3:50])[N:55]=2)[C:35]2[N:40]=[N:39][N:38]([CH2:41][C:42]3[CH:47]=[CH:46][CH:45]=[CH:44][C:43]=3[Cl:48])[C:36]=2[N:37]=1)([CH3:31])([CH3:30])[CH3:29], predict the reactants needed to synthesize it. The reactants are: C(C1N=C(N2CCOCC2)C2N=NN(CC3C=CC=CC=3Cl)C=2N=1)(C)(C)C.[C:28]([C:32]1[N:33]=[C:34](Cl)[C:35]2[N:40]=[N:39][N:38]([CH2:41][C:42]3[CH:47]=[CH:46][CH:45]=[CH:44][C:43]=3[Cl:48])[C:36]=2[N:37]=1)([CH3:31])([CH3:30])[CH3:29].[CH3:50][C:51]1[N:55]=[C:54]([CH:56]2[CH2:60][CH2:59][CH2:58][NH:57]2)[O:53][N:52]=1. (3) Given the product [Cl:11][C:12]1[C:13]2[CH:24]=[CH:23][CH:22]=[CH:21][C:14]=2[S:15][C:16]=1[CH2:17][CH2:18][CH:19]=[O:20], predict the reactants needed to synthesize it. The reactants are: C(Cl)(=O)C(Cl)=O.CS(C)=O.[Cl:11][C:12]1[C:13]2[CH:24]=[CH:23][CH:22]=[CH:21][C:14]=2[S:15][C:16]=1[CH2:17][CH2:18][CH2:19][OH:20].C(N(CC)CC)C. (4) Given the product [CH:32]1([N:35]2[C:7](=[O:9])[C:6]3[CH:5]=[C:4]([CH2:11][CH3:12])[S:3][C:2]=3[NH:1][C:17]2=[O:23])[CH2:34][CH2:33]1, predict the reactants needed to synthesize it. The reactants are: [NH2:1][C:2]1[S:3][C:4]([CH2:11][CH3:12])=[CH:5][C:6]=1[C:7]([O:9]C)=O.ClC(Cl)(O[C:17](=[O:23])OC(Cl)(Cl)Cl)Cl.C(N(CC)CC)C.[CH:32]1([NH2:35])[CH2:34][CH2:33]1. (5) Given the product [CH2:1]([N:8]1[CH2:12][CH2:11][C:10]([CH3:14])([OH:13])[CH2:9]1)[C:2]1[CH:3]=[CH:4][CH:5]=[CH:6][CH:7]=1, predict the reactants needed to synthesize it. The reactants are: [CH2:1]([N:8]1[CH2:12][CH2:11][C:10](=[O:13])[CH2:9]1)[C:2]1[CH:7]=[CH:6][CH:5]=[CH:4][CH:3]=1.[CH3:14][Mg]Cl.